Dataset: Reaction yield outcomes from USPTO patents with 853,638 reactions. Task: Predict the reaction yield, written as a fraction of the theoretical maximum amount of product (1.0 means a 100% yield; for example, 0.34 means a 34% yield). (1) No catalyst specified. The reactants are [F:1][C:2]([F:7])([F:6])[C:3]([OH:5])=[O:4].[F:8][C:9]([F:14])([F:13])[C:10]([OH:12])=[O:11].FC(F)(F)C(O)=O.[Cl:22][C:23]1[CH:24]=[N:25][C:26]2[NH:27][C:28]3[CH:29]=[N:30][CH:31]=[C:32]([CH:54]=3)[CH2:33][CH2:34][C:35]3[CH:43]=[C:39]([NH:40][C:41]=1[N:42]=2)[CH:38]=[CH:37][C:36]=3[NH:44][C:45](=[O:53])[CH2:46][CH:47]1[CH2:52][CH2:51][NH:50][CH2:49][CH2:48]1.[F:55][C:56]1[CH:61]=[CH:60][CH:59]=[CH:58][C:57]=1[N:62]=[C:63]=[O:64]. The yield is 0.510. The product is [F:1][C:2]([F:7])([F:6])[C:3]([OH:5])=[O:4].[F:8][C:9]([F:14])([F:13])[C:10]([OH:12])=[O:11].[Cl:22][C:23]1[CH:24]=[N:25][C:26]2[NH:27][C:28]3[CH:29]=[N:30][CH:31]=[C:32]([CH:54]=3)[CH2:33][CH2:34][C:35]3[CH:43]=[C:39]([NH:40][C:41]=1[N:42]=2)[CH:38]=[CH:37][C:36]=3[NH:44][C:45](=[O:53])[CH2:46][CH:47]1[CH2:52][CH2:51][N:50]([C:63]([NH:62][C:57]2[CH:58]=[CH:59][CH:60]=[CH:61][C:56]=2[F:55])=[O:64])[CH2:49][CH2:48]1. (2) The reactants are ClC1C=C(NN=C(Cl)S(C)(=O)=O)C=CC=1.IC1C=CC(N2CCC=C(N3CCOCC3)C2=O)=CC=1.C(N(CC)CC)C.[Cl:43][C:44]1[CH:45]=[C:46]([N:50]2[C:54]3(N4CCOCC4)[C:55](=[O:66])[N:56]([C:59]4[CH:64]=[CH:63][C:62]([I:65])=[CH:61][CH:60]=4)[CH2:57][CH2:58][CH:53]3[C:52]([S:73]([CH3:76])(=[O:75])=[O:74])=[N:51]2)[CH:47]=[CH:48][CH:49]=1. The catalyst is C1(C)C=CC=CC=1. The product is [Cl:43][C:44]1[CH:45]=[C:46]([N:50]2[C:54]3[C:55](=[O:66])[N:56]([C:59]4[CH:60]=[CH:61][C:62]([I:65])=[CH:63][CH:64]=4)[CH2:57][CH2:58][C:53]=3[C:52]([S:73]([CH3:76])(=[O:75])=[O:74])=[N:51]2)[CH:47]=[CH:48][CH:49]=1. The yield is 0.640. (3) The reactants are [Cl:1][C:2]1[N:3]=[C:4](Cl)[C:5]2[S:10][CH:9]=[CH:8][C:6]=2[N:7]=1.[NH:12]1[CH2:17][CH2:16][O:15][CH2:14][CH2:13]1. The catalyst is CO. The product is [Cl:1][C:2]1[N:3]=[C:4]([N:12]2[CH2:17][CH2:16][O:15][CH2:14][CH2:13]2)[C:5]2[S:10][CH:9]=[CH:8][C:6]=2[N:7]=1. The yield is 1.00. (4) The reactants are Cl[C:2]1[C:3]([C:11]([OH:13])=[O:12])=[N:4][N:5]([CH3:10])[C:6](=[O:9])[C:7]=1[CH3:8].[F:14][C:15]1[CH:21]=[C:20]([I:22])[CH:19]=[CH:18][C:16]=1[NH2:17].[Li+].C[Si]([N-][Si](C)(C)C)(C)C. The catalyst is C1COCC1. The product is [F:14][C:15]1[CH:21]=[C:20]([I:22])[CH:19]=[CH:18][C:16]=1[NH:17][C:2]1[C:3]([C:11]([OH:13])=[O:12])=[N:4][N:5]([CH3:10])[C:6](=[O:9])[C:7]=1[CH3:8]. The yield is 0.380. (5) The reactants are [CH3:1][C:2]([CH3:9])([CH2:6][CH:7]=[O:8])[C:3]([O-:5])=[O:4].ClC1SC2C=CC=CC=2N=1.S1C2C=CC=CC=2N=C1NC1C=CC(C2C=CC(C(=O)CC(C)(C)C(OC)=O)=CC=2)=CC=1.[OH-].[Na+].Cl. The catalyst is C(O)CCC. The product is [CH3:1][C:2]([CH3:9])([CH2:6][CH:7]=[O:8])[C:3]([OH:5])=[O:4]. The yield is 0.450. (6) The reactants are [CH:1]1([CH2:7][N:8]2[C:12]([CH3:13])=[C:11]([S:14](=[O:20])(=[O:19])[NH:15][CH:16]3[CH2:18][CH2:17]3)[CH:10]=[C:9]2[C:21]([O:23]CC)=[O:22])[CH2:6][CH2:5][CH2:4][CH2:3][CH2:2]1.[Li+].[OH-]. The catalyst is CO.O. The product is [CH:1]1([CH2:7][N:8]2[C:12]([CH3:13])=[C:11]([S:14](=[O:20])(=[O:19])[NH:15][CH:16]3[CH2:17][CH2:18]3)[CH:10]=[C:9]2[C:21]([OH:23])=[O:22])[CH2:6][CH2:5][CH2:4][CH2:3][CH2:2]1. The yield is 0.800. (7) The reactants are Br[C:2]1[CH:3]=[CH:4][C:5]2[O:11][CH2:10][CH2:9][N:8]([C:12]([O:14][C:15]([CH3:18])([CH3:17])[CH3:16])=[O:13])[CH2:7][C:6]=2[CH:19]=1.[B:20]1([B:20]2[O:24][C:23]([CH3:26])([CH3:25])[C:22]([CH3:28])([CH3:27])[O:21]2)[O:24][C:23]([CH3:26])([CH3:25])[C:22]([CH3:28])([CH3:27])[O:21]1.C([O-])(=O)C.[K+].C(OCC)(=O)C. The catalyst is CS(C)=O.C1C=CC(P(C2C=CC=CC=2)[C-]2C=CC=C2)=CC=1.C1C=CC(P(C2C=CC=CC=2)[C-]2C=CC=C2)=CC=1.Cl[Pd]Cl.[Fe+2]. The product is [CH3:27][C:22]1([CH3:28])[C:23]([CH3:26])([CH3:25])[O:24][B:20]([C:2]2[CH:3]=[CH:4][C:5]3[O:11][CH2:10][CH2:9][N:8]([C:12]([O:14][C:15]([CH3:18])([CH3:17])[CH3:16])=[O:13])[CH2:7][C:6]=3[CH:19]=2)[O:21]1. The yield is 1.00.